From a dataset of Forward reaction prediction with 1.9M reactions from USPTO patents (1976-2016). Predict the product of the given reaction. (1) Given the reactants Cl.[CH3:2][S:3]([NH:6][CH2:7][C:8]1[CH:9]=[C:10]([CH:14]=[CH:15][C:16]=1[O:17][CH2:18][CH2:19][N:20]1[CH2:25][CH2:24][O:23][CH2:22][CH2:21]1)[C:11]([OH:13])=[O:12])(=[O:5])=[O:4].C1N=CN(C(N2C=NC=C2)=O)C=1.[CH2:38](O)[CH:39]=[CH2:40], predict the reaction product. The product is: [CH3:2][S:3]([NH:6][CH2:7][C:8]1[CH:9]=[C:10]([CH:14]=[CH:15][C:16]=1[O:17][CH2:18][CH2:19][N:20]1[CH2:21][CH2:22][O:23][CH2:24][CH2:25]1)[C:11]([O:13][CH2:40][CH:39]=[CH2:38])=[O:12])(=[O:4])=[O:5]. (2) Given the reactants [Br:1][C:2]1[CH:7]=[CH:6][C:5](/[C:8](=[CH:11]/N(C)C)/[CH:9]=O)=[CH:4][CH:3]=1.Cl.[NH2:16][C:17]([NH2:19])=[NH:18].C(=O)([O-])[O-].[K+].[K+], predict the reaction product. The product is: [Br:1][C:2]1[CH:7]=[CH:6][C:5]([C:8]2[CH:9]=[N:18][C:17]([NH2:19])=[N:16][CH:11]=2)=[CH:4][CH:3]=1. (3) Given the reactants [F:1][C:2]1[CH:27]=[CH:26][C:5]([CH2:6][NH:7][C:8]([C:10]2[C:15]([OH:16])=[C:14]([OH:17])[N:13]=[C:12]([C:18]([NH:21][CH2:22][CH2:23][CH2:24]O)([CH3:20])[CH3:19])[N:11]=2)=[O:9])=[CH:4][CH:3]=1.C1(P(C2C=CC=CC=2)C2C=CC=CC=2)C=CC=CC=1.CCOC(/N=N/C(OCC)=O)=O, predict the reaction product. The product is: [F:1][C:2]1[CH:27]=[CH:26][C:5]([CH2:6][NH:7][C:8]([C:10]2[N:11]=[C:12]3[C:18]([CH3:20])([CH3:19])[NH:21][CH2:22][CH2:23][CH2:24][N:13]3[C:14](=[O:17])[C:15]=2[OH:16])=[O:9])=[CH:4][CH:3]=1. (4) Given the reactants [Cl:1][C:2]1[CH:20]=[CH:19][C:5]([O:6][CH:7]([C:13](=O)[C:14]([F:17])([F:16])[F:15])[C:8](OCC)=[O:9])=[CH:4][C:3]=1[C:21]([F:24])([F:23])[F:22].[CH3:25][O:26][C:27]1[N:32]=[C:31]([NH:33][C:34]([NH2:36])=[NH:35])[CH:30]=[CH:29][CH:28]=1.C(N(CC)C(C)C)(C)C, predict the reaction product. The product is: [Cl:1][C:2]1[CH:20]=[CH:19][C:5]([O:6][C:7]2[C:8](=[O:9])[NH:35][C:34]([NH:33][C:31]3[CH:30]=[CH:29][CH:28]=[C:27]([O:26][CH3:25])[N:32]=3)=[N:36][C:13]=2[C:14]([F:17])([F:16])[F:15])=[CH:4][C:3]=1[C:21]([F:22])([F:23])[F:24].